Task: Binary Classification. Given a drug SMILES string, predict its activity (active/inactive) in a high-throughput screening assay against a specified biological target.. Dataset: HIV replication inhibition screening data with 41,000+ compounds from the AIDS Antiviral Screen (1) The molecule is CC=C1C=C(OC)CN(CCc2c[nH]c3ccccc23)C1. The result is 0 (inactive). (2) The compound is O=c1ccn(C2CSCC(CO)C2)c(=O)[nH]1. The result is 0 (inactive). (3) The result is 0 (inactive). The molecule is CC1c2c(cc(O)nc2O)C(=O)N1Cc1ccccc1. (4) The molecule is O=C1NC(=S)NC1C(Cc1ccccc1)c1ccco1. The result is 0 (inactive). (5) The molecule is NC(CC(=O)O)C(=O)O. The result is 0 (inactive). (6) The drug is N#CC(C#N)=Cc1ccccc1Cl. The result is 0 (inactive). (7) The drug is C=C1C(=O)C23CC1CC(O)C2C1(CCCC(C)(COC(C)=O)C1C=O)COC3=O. The result is 0 (inactive).